From a dataset of NCI-60 drug combinations with 297,098 pairs across 59 cell lines. Regression. Given two drug SMILES strings and cell line genomic features, predict the synergy score measuring deviation from expected non-interaction effect. Drug 1: CCCS(=O)(=O)NC1=C(C(=C(C=C1)F)C(=O)C2=CNC3=C2C=C(C=N3)C4=CC=C(C=C4)Cl)F. Drug 2: CN(C(=O)NC(C=O)C(C(C(CO)O)O)O)N=O. Cell line: MDA-MB-435. Synergy scores: CSS=34.4, Synergy_ZIP=3.24, Synergy_Bliss=2.53, Synergy_Loewe=-22.3, Synergy_HSA=2.29.